This data is from NCI-60 drug combinations with 297,098 pairs across 59 cell lines. The task is: Regression. Given two drug SMILES strings and cell line genomic features, predict the synergy score measuring deviation from expected non-interaction effect. (1) Drug 1: CC1=C2C(C(=O)C3(C(CC4C(C3C(C(C2(C)C)(CC1OC(=O)C(C(C5=CC=CC=C5)NC(=O)OC(C)(C)C)O)O)OC(=O)C6=CC=CC=C6)(CO4)OC(=O)C)O)C)O. Drug 2: CN(C(=O)NC(C=O)C(C(C(CO)O)O)O)N=O. Synergy scores: CSS=4.86, Synergy_ZIP=-2.30, Synergy_Bliss=-2.81, Synergy_Loewe=-16.0, Synergy_HSA=-4.90. Cell line: NCI-H322M. (2) Drug 1: C1=NC2=C(N1)C(=S)N=CN2. Drug 2: C(CN)CNCCSP(=O)(O)O. Cell line: CCRF-CEM. Synergy scores: CSS=23.5, Synergy_ZIP=15.0, Synergy_Bliss=15.1, Synergy_Loewe=-21.2, Synergy_HSA=13.0. (3) Drug 1: C1=C(C(=O)NC(=O)N1)N(CCCl)CCCl. Drug 2: CC1=C(C(=CC=C1)Cl)NC(=O)C2=CN=C(S2)NC3=CC(=NC(=N3)C)N4CCN(CC4)CCO. Cell line: MCF7. Synergy scores: CSS=27.6, Synergy_ZIP=5.43, Synergy_Bliss=7.95, Synergy_Loewe=2.26, Synergy_HSA=2.66. (4) Drug 1: C1CCC(CC1)NC(=O)N(CCCl)N=O. Drug 2: CC1CCC2CC(C(=CC=CC=CC(CC(C(=O)C(C(C(=CC(C(=O)CC(OC(=O)C3CCCCN3C(=O)C(=O)C1(O2)O)C(C)CC4CCC(C(C4)OC)O)C)C)O)OC)C)C)C)OC. Cell line: SR. Synergy scores: CSS=52.2, Synergy_ZIP=-4.87, Synergy_Bliss=-7.81, Synergy_Loewe=-4.35, Synergy_HSA=-2.43. (5) Drug 1: CC(C1=C(C=CC(=C1Cl)F)Cl)OC2=C(N=CC(=C2)C3=CN(N=C3)C4CCNCC4)N. Drug 2: CCCS(=O)(=O)NC1=C(C(=C(C=C1)F)C(=O)C2=CNC3=C2C=C(C=N3)C4=CC=C(C=C4)Cl)F. Cell line: NCI-H460. Synergy scores: CSS=0.513, Synergy_ZIP=-1.12, Synergy_Bliss=-3.85, Synergy_Loewe=-8.41, Synergy_HSA=-7.07. (6) Drug 1: CC1C(C(=O)NC(C(=O)N2CCCC2C(=O)N(CC(=O)N(C(C(=O)O1)C(C)C)C)C)C(C)C)NC(=O)C3=C4C(=C(C=C3)C)OC5=C(C(=O)C(=C(C5=N4)C(=O)NC6C(OC(=O)C(N(C(=O)CN(C(=O)C7CCCN7C(=O)C(NC6=O)C(C)C)C)C)C(C)C)C)N)C. Drug 2: C1CN1C2=NC(=NC(=N2)N3CC3)N4CC4. Cell line: DU-145. Synergy scores: CSS=53.7, Synergy_ZIP=-6.99, Synergy_Bliss=-9.68, Synergy_Loewe=-4.62, Synergy_HSA=-5.91.